This data is from Forward reaction prediction with 1.9M reactions from USPTO patents (1976-2016). The task is: Predict the product of the given reaction. (1) Given the reactants ClC1C=CC=CC=1[NH:8][C:9](=[O:35])[NH:10][C:11]1[CH:12]=[CH:13][C:14]([C:17]2[CH:25]=[C:24]3[C:20]([CH2:21][N:22]([C@@H:27]([CH:32]([CH3:34])[CH3:33])[C:28]([O:30][CH3:31])=[O:29])[C:23]3=[O:26])=[CH:19][CH:18]=2)=[N:15][CH:16]=1.NC1C=CC(C2C=C3C(CN([C@@H](C(C)C)C(OC)=O)C3=O)=CC=2)=NC=1.[Cl:61][C:62]1[CH:67]=[CH:66][C:65](N=C=O)=[C:64]([O:71][C:72]2[CH:77]=[CH:76][CH:75]=[CH:74][CH:73]=2)[CH:63]=1, predict the reaction product. The product is: [Cl:61][C:62]1[CH:67]=[CH:66][C:65]([NH:8][C:9](=[O:35])[NH:10][C:11]2[CH:12]=[CH:13][C:14]([C:17]3[CH:25]=[C:24]4[C:20]([CH2:21][N:22]([C@@H:27]([CH:32]([CH3:34])[CH3:33])[C:28]([O:30][CH3:31])=[O:29])[C:23]4=[O:26])=[CH:19][CH:18]=3)=[N:15][CH:16]=2)=[C:64]([O:71][C:72]2[CH:73]=[CH:74][CH:75]=[CH:76][CH:77]=2)[CH:63]=1. (2) The product is: [O:6]=[C:4]1[C:3]2[C:2](=[CH:11][CH:10]=[CH:9][CH:8]=2)[CH:26]=[C:21]([C:22]([O:24][CH3:25])=[O:23])[NH:20]1. Given the reactants I[C:2]1[CH:11]=[CH:10][CH:9]=[CH:8][C:3]=1[C:4]([O:6]C)=O.C(=O)([O-])O.[Na+].C([NH:20][C:21](=[CH2:26])[C:22]([O:24][CH3:25])=[O:23])(=O)C, predict the reaction product. (3) Given the reactants [NH2:1][C:2]1[C:7]2[C:8]([C:11]3[CH:12]=[C:13]4[C:17](=[CH:18][CH:19]=3)[N:16]([C:20](=[O:30])[CH2:21][C:22]3[CH:27]=[C:26]([F:28])[CH:25]=[CH:24][C:23]=3[F:29])[CH2:15][CH2:14]4)=[CH:9][O:10][C:6]=2[C:5]([CH2:31][CH2:32][NH:33]C(=O)OCC2C=CC=CC=2)=[CH:4][N:3]=1.CC1C=C2N=C3C(=NC(NC3=O)=O)N(C[C@H](O)[C@H](O)[C@H](O)CO)C2=CC=1C.O1CCCC1, predict the reaction product. The product is: [NH2:33][CH2:32][CH2:31][C:5]1[C:6]2[O:10][CH:9]=[C:8]([C:11]3[CH:12]=[C:13]4[C:17](=[CH:18][CH:19]=3)[N:16]([C:20](=[O:30])[CH2:21][C:22]3[CH:27]=[C:26]([F:28])[CH:25]=[CH:24][C:23]=3[F:29])[CH2:15][CH2:14]4)[C:7]=2[C:2]([NH2:1])=[N:3][CH:4]=1. (4) Given the reactants [C:1]([C:3]1[N:4]=[C:5]([NH:14][C@H:15]2[CH2:19][CH2:18][N:17]([C:20]([O:22][C:23]([CH3:26])([CH3:25])[CH3:24])=[O:21])[CH2:16]2)[C:6]2[C:11]([CH:12]=1)=[CH:10][CH:9]=[C:8]([F:13])[CH:7]=2)#[N:2].[NH2:27][NH2:28].O, predict the reaction product. The product is: [F:13][C:8]1[CH:7]=[C:6]2[C:11]([CH:12]=[C:3]([C:1]([NH:27][NH2:28])=[NH:2])[N:4]=[C:5]2[NH:14][C@H:15]2[CH2:19][CH2:18][N:17]([C:20]([O:22][C:23]([CH3:26])([CH3:25])[CH3:24])=[O:21])[CH2:16]2)=[CH:10][CH:9]=1. (5) Given the reactants [CH3:1][C:2]1[S:3][C:4]2[CH:10]=[CH:9][C:8]([OH:11])=[CH:7][C:5]=2[N:6]=1.[C:25]1(P([C:25]2[CH:30]=[CH:29][CH:28]=[CH:27][CH:26]=2)[C:25]2[CH:30]=[CH:29][CH:28]=[CH:27][CH:26]=2)[CH:30]=[CH:29][CH:28]=[CH:27][CH:26]=1.[C:31]1([CH3:37])[CH:36]=CC=C[CH:32]=1.N(C(OC(C)C)=O)=NC(OC(C)C)=O, predict the reaction product. The product is: [C:31]([CH:25]1[CH2:26][CH2:27][CH:28]([O:11][C:8]2[CH:9]=[CH:10][C:4]3[S:3][C:2]([CH3:1])=[N:6][C:5]=3[CH:7]=2)[CH2:29][CH2:30]1)([CH3:37])([CH3:36])[CH3:32]. (6) Given the reactants C(OC(=O)NC1C=CC(N2C(C)(C)C(=N)N([C:22]3[CH:27]=[CH:26][C:25]([C:28]#[N:29])=[C:24]([C:30]([F:33])([F:32])[F:31])[CH:23]=3)C2=S)=CC=1)(C)(C)C.CO.O, predict the reaction product. The product is: [F:31][C:30]([F:32])([F:33])[C:24]1[CH:23]=[CH:22][CH:27]=[CH:26][C:25]=1[C:28]#[N:29]. (7) The product is: [CH:22]1([C:26]2[N:31]=[C:30]([C:32]3[NH:8][C:7]4=[N:6][C:5]([N:9]5[CH2:14][CH2:13][CH2:12][C@@H:11]([C:15]([N:17]6[CH2:21][CH2:20][CH2:19][CH2:18]6)=[O:16])[CH2:10]5)=[CH:4][CH:3]=[C:2]4[N:1]=3)[CH:29]=[CH:28][N:27]=2)[CH2:23][CH2:24][CH2:25]1. Given the reactants [NH2:1][C:2]1[CH:3]=[CH:4][C:5]([N:9]2[CH2:14][CH2:13][CH2:12][C@@H:11]([C:15]([N:17]3[CH2:21][CH2:20][CH2:19][CH2:18]3)=[O:16])[CH2:10]2)=[N:6][C:7]=1[NH2:8].[CH:22]1([C:26]2[N:31]=[C:30]([CH:32]=O)[CH:29]=[CH:28][N:27]=2)[CH2:25][CH2:24][CH2:23]1.[S].C(O)(=O)C, predict the reaction product. (8) Given the reactants [Si]([O:18][CH:19]1[CH2:22][N:21]([C:23]2[S:24][CH:25]=[C:26]([CH2:28][NH:29][S:30]([C:33]3[CH:38]=[CH:37][CH:36]=[CH:35][CH:34]=3)(=[O:32])=[O:31])[N:27]=2)[CH2:20]1)(C(C)(C)C)(C1C=CC=CC=1)C1C=CC=CC=1.[F-].C([N+](CCCC)(CCCC)CCCC)CCC, predict the reaction product. The product is: [C:33]1([S:30]([NH:29][CH2:28][C:26]2[N:27]=[C:23]([N:21]3[CH2:22][CH:19]([OH:18])[CH2:20]3)[S:24][CH:25]=2)(=[O:32])=[O:31])[CH:34]=[CH:35][CH:36]=[CH:37][CH:38]=1. (9) Given the reactants [N:1]1[CH:6]=[CH:5][CH:4]=[CH:3][C:2]=1[CH:7]1[CH2:12][CH2:11][N:10](C(OC(C)(C)C)=O)[CH2:9][CH2:8]1.Cl, predict the reaction product. The product is: [NH:10]1[CH2:11][CH2:12][CH:7]([C:2]2[CH:3]=[CH:4][CH:5]=[CH:6][N:1]=2)[CH2:8][CH2:9]1. (10) Given the reactants [C:1](#[N:3])[CH3:2].[Li+].CC([N-]C(C)C)C.[CH3:12][O:13][C:14]1[N:19]=[C:18]([CH2:20][CH2:21][C:22](OC)=O)[CH:17]=[CH:16][CH:15]=1.Cl.[NH2:27][NH2:28], predict the reaction product. The product is: [CH3:12][O:13][C:14]1[N:19]=[C:18]([CH2:20][CH2:21][C:22]2[NH:28][N:27]=[C:1]([NH2:3])[CH:2]=2)[CH:17]=[CH:16][CH:15]=1.